This data is from Peptide-MHC class I binding affinity with 185,985 pairs from IEDB/IMGT. The task is: Regression. Given a peptide amino acid sequence and an MHC pseudo amino acid sequence, predict their binding affinity value. This is MHC class I binding data. The peptide sequence is FDAAASGGL. The MHC is HLA-B45:01 with pseudo-sequence HLA-B45:01. The binding affinity (normalized) is 0.0406.